From a dataset of NCI-60 drug combinations with 297,098 pairs across 59 cell lines. Regression. Given two drug SMILES strings and cell line genomic features, predict the synergy score measuring deviation from expected non-interaction effect. (1) Drug 1: CC12CCC(CC1=CCC3C2CCC4(C3CC=C4C5=CN=CC=C5)C)O. Cell line: HCC-2998. Synergy scores: CSS=52.9, Synergy_ZIP=6.18, Synergy_Bliss=0.400, Synergy_Loewe=-28.7, Synergy_HSA=-2.18. Drug 2: CCC1(CC2CC(C3=C(CCN(C2)C1)C4=CC=CC=C4N3)(C5=C(C=C6C(=C5)C78CCN9C7C(C=CC9)(C(C(C8N6C=O)(C(=O)OC)O)OC(=O)C)CC)OC)C(=O)OC)O.OS(=O)(=O)O. (2) Drug 1: CC1C(C(=O)NC(C(=O)N2CCCC2C(=O)N(CC(=O)N(C(C(=O)O1)C(C)C)C)C)C(C)C)NC(=O)C3=C4C(=C(C=C3)C)OC5=C(C(=O)C(=C(C5=N4)C(=O)NC6C(OC(=O)C(N(C(=O)CN(C(=O)C7CCCN7C(=O)C(NC6=O)C(C)C)C)C)C(C)C)C)N)C. Drug 2: COC1=C2C(=CC3=C1OC=C3)C=CC(=O)O2. Cell line: MCF7. Synergy scores: CSS=11.2, Synergy_ZIP=-1.24, Synergy_Bliss=-2.42, Synergy_Loewe=-14.3, Synergy_HSA=-2.51. (3) Drug 1: C1CC(C1)(C(=O)O)C(=O)O.[NH2-].[NH2-].[Pt+2]. Drug 2: CC1C(C(CC(O1)OC2CC(CC3=C2C(=C4C(=C3O)C(=O)C5=CC=CC=C5C4=O)O)(C(=O)C)O)N)O. Cell line: T-47D. Synergy scores: CSS=34.9, Synergy_ZIP=-4.29, Synergy_Bliss=-4.27, Synergy_Loewe=-1.45, Synergy_HSA=-1.01. (4) Drug 1: C1CC(C1)(C(=O)O)C(=O)O.[NH2-].[NH2-].[Pt+2]. Drug 2: COCCOC1=C(C=C2C(=C1)C(=NC=N2)NC3=CC=CC(=C3)C#C)OCCOC.Cl. Cell line: RXF 393. Synergy scores: CSS=0.866, Synergy_ZIP=-1.36, Synergy_Bliss=-1.24, Synergy_Loewe=-2.25, Synergy_HSA=-2.40. (5) Drug 1: COC1=NC(=NC2=C1N=CN2C3C(C(C(O3)CO)O)O)N. Drug 2: C#CCC(CC1=CN=C2C(=N1)C(=NC(=N2)N)N)C3=CC=C(C=C3)C(=O)NC(CCC(=O)O)C(=O)O. Cell line: T-47D. Synergy scores: CSS=-1.33, Synergy_ZIP=-1.76, Synergy_Bliss=1.22, Synergy_Loewe=-4.89, Synergy_HSA=-4.25. (6) Drug 2: CNC(=O)C1=NC=CC(=C1)OC2=CC=C(C=C2)NC(=O)NC3=CC(=C(C=C3)Cl)C(F)(F)F. Drug 1: CS(=O)(=O)C1=CC(=C(C=C1)C(=O)NC2=CC(=C(C=C2)Cl)C3=CC=CC=N3)Cl. Cell line: PC-3. Synergy scores: CSS=25.6, Synergy_ZIP=-6.11, Synergy_Bliss=-0.732, Synergy_Loewe=-11.9, Synergy_HSA=-1.37. (7) Drug 1: C1=CC(=C2C(=C1NCCNCCO)C(=O)C3=C(C=CC(=C3C2=O)O)O)NCCNCCO. Drug 2: C(CN)CNCCSP(=O)(O)O. Cell line: RXF 393. Synergy scores: CSS=24.5, Synergy_ZIP=-0.665, Synergy_Bliss=3.82, Synergy_Loewe=-15.6, Synergy_HSA=3.31. (8) Drug 1: CC12CCC3C(C1CCC2=O)CC(=C)C4=CC(=O)C=CC34C. Drug 2: C(CC(=O)O)C(=O)CN.Cl. Cell line: PC-3. Synergy scores: CSS=51.3, Synergy_ZIP=1.06, Synergy_Bliss=2.19, Synergy_Loewe=2.58, Synergy_HSA=4.94. (9) Drug 1: C1=NNC2=C1C(=O)NC=N2. Drug 2: CC1C(C(CC(O1)OC2CC(CC3=C2C(=C4C(=C3O)C(=O)C5=C(C4=O)C(=CC=C5)OC)O)(C(=O)CO)O)N)O.Cl. Cell line: A549. Synergy scores: CSS=40.8, Synergy_ZIP=1.59, Synergy_Bliss=-0.153, Synergy_Loewe=-13.8, Synergy_HSA=0.687. (10) Drug 1: C1=NC2=C(N=C(N=C2N1C3C(C(C(O3)CO)O)F)Cl)N. Synergy scores: CSS=7.63, Synergy_ZIP=-2.40, Synergy_Bliss=-1.87, Synergy_Loewe=-2.09, Synergy_HSA=-2.06. Drug 2: CN(C(=O)NC(C=O)C(C(C(CO)O)O)O)N=O. Cell line: SF-268.